This data is from Reaction yield outcomes from USPTO patents with 853,638 reactions. The task is: Predict the reaction yield, written as a fraction of the theoretical maximum amount of product (1.0 means a 100% yield; for example, 0.34 means a 34% yield). (1) The reactants are [NH2:1][C:2]1[S:3][C:4]([C:14]2[CH:19]=[CH:18][CH:17]=[CH:16][CH:15]=2)=[CH:5][C:6]=1[C:7]([O:9][C:10]([CH3:13])([CH3:12])[CH3:11])=[O:8].[Cl:20][C:21]1[CH:26]=[C:25]([Cl:27])[CH:24]=[C:23]([Cl:28])[C:22]=1[N:29]=[C:30]=[O:31].C(N(CC)CC)C. The catalyst is CN(C=O)C. The product is [C:14]1([C:4]2[S:3][C:2]([NH:1][C:30]([NH:29][C:22]3[C:23]([Cl:28])=[CH:24][C:25]([Cl:27])=[CH:26][C:21]=3[Cl:20])=[O:31])=[C:6]([C:7]([O:9][C:10]([CH3:13])([CH3:12])[CH3:11])=[O:8])[CH:5]=2)[CH:15]=[CH:16][CH:17]=[CH:18][CH:19]=1. The yield is 0.700. (2) The reactants are [Cl:1][C:2]1[C:3]([F:31])=[C:4]([CH:8]2[C:12]([C:15]3[CH:20]=[CH:19][C:18]([Cl:21])=[CH:17][C:16]=3[F:22])([C:13]#[N:14])[CH:11]([CH2:23][C:24]([CH3:27])([CH3:26])[CH3:25])[NH:10][CH:9]2[C:28](O)=[O:29])[CH:5]=[CH:6][CH:7]=1.Cl.[CH3:33][O:34][C:35]([C:37]1([NH2:40])[CH2:39][CH2:38]1)=[O:36].CN(C(ON1N=NC2C=CC=NC1=2)=[N+](C)C)C.F[P-](F)(F)(F)(F)F.CCN(C(C)C)C(C)C. The catalyst is C(Cl)Cl. The product is [CH3:33][O:34][C:35]([C:37]1([NH:40][C:28]([C@H:9]2[C@H:8]([C:4]3[CH:5]=[CH:6][CH:7]=[C:2]([Cl:1])[C:3]=3[F:31])[C@:12]([C:15]3[CH:20]=[CH:19][C:18]([Cl:21])=[CH:17][C:16]=3[F:22])([C:13]#[N:14])[C@H:11]([CH2:23][C:24]([CH3:27])([CH3:26])[CH3:25])[NH:10]2)=[O:29])[CH2:39][CH2:38]1)=[O:36]. The yield is 0.496. (3) The reactants are [NH2:1][C:2]1[CH:3]=[C:4]([CH:21]=[CH:22][C:23]=1[F:24])[O:5][C:6]1[N:11]=[C:10]2[S:12][C:13]([NH:15][C:16]([CH:18]3[CH2:20][CH2:19]3)=[O:17])=[N:14][C:9]2=[CH:8][CH:7]=1.[F:25][C:26]([F:38])([F:37])[C:27]1[CH:32]=[CH:31][CH:30]=[CH:29][C:28]=1[CH2:33][C:34](O)=[O:35].F[P-](F)(F)(F)(F)F.N1(OC(N(C)C)=[N+](C)C)C2N=CC=CC=2N=N1. The catalyst is N1C=CC=CC=1.C(OCC)(=O)C. The product is [F:24][C:23]1[CH:22]=[CH:21][C:4]([O:5][C:6]2[N:11]=[C:10]3[S:12][C:13]([NH:15][C:16]([CH:18]4[CH2:20][CH2:19]4)=[O:17])=[N:14][C:9]3=[CH:8][CH:7]=2)=[CH:3][C:2]=1[NH:1][C:34](=[O:35])[CH2:33][C:28]1[CH:29]=[CH:30][CH:31]=[CH:32][C:27]=1[C:26]([F:37])([F:25])[F:38]. The yield is 0.790. (4) The reactants are [CH:1]([C:4]1[CH:9]=[CH:8][C:7]([C:10]2[C:14]3[C:15]([CH3:22])=[C:16]([OH:21])[C:17]([CH3:20])=[C:18]([CH3:19])[C:13]=3[O:12][C:11]=2[CH3:23])=[CH:6][CH:5]=1)([CH3:3])[CH3:2].[CH3:24][O:25][C:26]1[CH:33]=[CH:32][C:29]([CH2:30]Cl)=[CH:28][CH:27]=1. No catalyst specified. The product is [CH:1]([C:4]1[CH:9]=[CH:8][C:7]([C:10]2[C:14]3[C:15]([CH3:22])=[C:16]([O:21][CH2:30][C:29]4[CH:32]=[CH:33][C:26]([O:25][CH3:24])=[CH:27][CH:28]=4)[C:17]([CH3:20])=[C:18]([CH3:19])[C:13]=3[O:12][C:11]=2[CH3:23])=[CH:6][CH:5]=1)([CH3:3])[CH3:2]. The yield is 0.640.